Dataset: Reaction yield outcomes from USPTO patents with 853,638 reactions. Task: Predict the reaction yield, written as a fraction of the theoretical maximum amount of product (1.0 means a 100% yield; for example, 0.34 means a 34% yield). (1) The product is [CH2:26]([O:25][C:22]1[CH:23]=[CH:24][C:19]([NH:18][C:16]2[N:15]=[CH:14][N:13]=[C:12]3[NH:11][N:10]=[C:9]([O:8][CH2:7][CH2:6][N:34]4[CH2:39][CH2:38][O:37][CH2:36][CH2:35]4)[C:17]=23)=[CH:20][C:21]=1[CH3:33])[C:27]1[CH:28]=[CH:29][CH:30]=[CH:31][CH:32]=1. The yield is 0.580. No catalyst specified. The reactants are CS(O[CH2:6][CH2:7][O:8][C:9]1[C:17]2[C:12](=[N:13][CH:14]=[N:15][C:16]=2[NH:18][C:19]2[CH:24]=[CH:23][C:22]([O:25][CH2:26][C:27]3[CH:32]=[CH:31][CH:30]=[CH:29][CH:28]=3)=[C:21]([CH3:33])[CH:20]=2)[NH:11][N:10]=1)(=O)=O.[NH:34]1[CH2:39][CH2:38][O:37][CH2:36][CH2:35]1. (2) The reactants are C(OC(=O)[NH:7][CH2:8][C:9]([N:11]1[CH2:16][CH2:15][N:14]([C:17]2[CH:22]=[CH:21][CH:20]=[C:19]([C:23]3[NH:27][C:26]4[CH:28]=[CH:29][CH:30]=[CH:31][C:25]=4[N:24]=3)[CH:18]=2)[CH2:13][CH2:12]1)=O)(C)(C)C. The catalyst is C1COCC1. The product is [NH:24]1[C:25]2[CH:31]=[CH:30][CH:29]=[CH:28][C:26]=2[N:27]=[C:23]1[C:19]1[CH:18]=[C:17]([N:14]2[CH2:13][CH2:12][N:11]([CH2:9][CH2:8][NH2:7])[CH2:16][CH2:15]2)[CH:22]=[CH:21][CH:20]=1. The yield is 0.730.